Dataset: Reaction yield outcomes from USPTO patents with 853,638 reactions. Task: Predict the reaction yield, written as a fraction of the theoretical maximum amount of product (1.0 means a 100% yield; for example, 0.34 means a 34% yield). (1) The reactants are Cl[C:2]1[CH:7]=[C:6]([Cl:8])[N:5]=[CH:4][N:3]=1.[NH:9]1[CH:13]=[CH:12][CH:11]=[N:10]1.C(=O)([O-])[O-].[Cs+].[Cs+].O. The catalyst is CN(C=O)C. The product is [Cl:8][C:6]1[CH:7]=[C:2]([N:9]2[CH:13]=[CH:12][CH:11]=[N:10]2)[N:3]=[CH:4][N:5]=1. The yield is 0.660. (2) The reactants are [CH3:1][C:2]1([CH3:13])[C:10]2[C:5](=[CH:6][C:7]([CH3:12])=[C:8]([OH:11])[CH:9]=2)[CH2:4][CH2:3]1.[Br:14]Br.C(OCC)(=O)C.CCCCCC. The catalyst is C(O)(=O)C. The product is [Br:14][C:9]1[C:8]([OH:11])=[C:7]([CH3:12])[CH:6]=[C:5]2[C:10]=1[C:2]([CH3:13])([CH3:1])[CH2:3][CH2:4]2. The yield is 0.820. (3) The reactants are [C:1]([O:5][C:6]([NH:8][CH:9]([CH2:13][CH2:14][S:15]([CH3:17])=[O:16])[C:10]([OH:12])=O)=[O:7])([CH3:4])([CH3:3])[CH3:2].C1C=CC2N(O)N=NC=2C=1.C(N(CC)CC)C.CCN=C=NCCCN(C)C.[CH2:46]([NH2:54])[CH2:47][CH2:48][CH2:49][CH2:50][CH2:51][CH2:52][CH3:53]. The catalyst is ClCCl. The product is [CH3:17][S:15]([CH2:14][CH2:13][CH:9]([NH:8][C:6](=[O:7])[O:5][C:1]([CH3:2])([CH3:3])[CH3:4])[C:10]([NH:54][CH2:46][CH2:47][CH2:48][CH2:49][CH2:50][CH2:51][CH2:52][CH3:53])=[O:12])=[O:16]. The yield is 0.920. (4) The reactants are C([Li])CCC.CC1(C)CCCC(C)(C)N1.[C:16]([O:20][C:21]([N:23]1[CH:27]=[CH:26][CH:25]=[CH:24]1)=[O:22])([CH3:19])([CH3:18])[CH3:17].[CH3:28][C:29]1[CH:56]=[CH:55][CH:54]=[CH:53][C:30]=1[CH2:31][N:32]([CH2:45][C:46]1[CH:51]=[CH:50][CH:49]=[CH:48][C:47]=1[CH3:52])[C@@H:33]([CH2:36][C:37]1[CH:42]=[C:41]([F:43])[CH:40]=[C:39]([F:44])[CH:38]=1)[CH:34]=[O:35]. The catalyst is O1CCCC1. The product is [C:16]([O:20][C:21]([N:23]1[CH:27]=[CH:26][CH:25]=[C:24]1[C@@H:34]([OH:35])[C@@H:33]([N:32]([CH2:31][C:30]1[CH:53]=[CH:54][CH:55]=[CH:56][C:29]=1[CH3:28])[CH2:45][C:46]1[CH:51]=[CH:50][CH:49]=[CH:48][C:47]=1[CH3:52])[CH2:36][C:37]1[CH:42]=[C:41]([F:43])[CH:40]=[C:39]([F:44])[CH:38]=1)=[O:22])([CH3:19])([CH3:17])[CH3:18]. The yield is 0.100. (5) The reactants are COC(C)(C)C.[C:7]([O:12][CH:13]([O:17][C:18]([CH3:20])=[S:19])[CH2:14][CH2:15][CH3:16])(=[O:11])[CH2:8][CH2:9][CH3:10]. The product is [C:7]([O:12][C@@H:13]([O:17][C:18]([CH3:20])=[S:19])[CH2:14][CH2:15][CH3:16])(=[O:11])[CH2:8][CH2:9][CH3:10]. The yield is 0.200. The catalyst is O. (6) The reactants are [Cl:1][C:2]([Cl:38])([Cl:37])[CH2:3][O:4][C:5]([C@@H:7]1[CH2:12][CH2:11][CH2:10][N:9]([C:13](=[O:36])[C@@H:14]([NH:21][C:22](=[O:35])[C@@H:23]([NH:27][C:28]([O:30][C:31]([CH3:34])([CH3:33])[CH3:32])=[O:29])[CH:24]([CH3:26])[CH3:25])[CH2:15]N2C=CC=N2)[NH:8]1)=[O:6].ClC(Cl)(Cl)[CH2:41][O:42]C([C@@H]1CCCN(C(=O)[C@@H](NC(OC(C)(C)C)=O)COC)N1)=O. No catalyst specified. The product is [Cl:37][C:2]([Cl:38])([Cl:1])[CH2:3][O:4][C:5]([C@@H:7]1[CH2:12][CH2:11][CH2:10][N:9]([C:13](=[O:36])[C@@H:14]([NH:21][C:22](=[O:35])[C@@H:23]([NH:27][C:28]([O:30][C:31]([CH3:34])([CH3:33])[CH3:32])=[O:29])[CH:24]([CH3:25])[CH3:26])[CH2:15][O:42][CH3:41])[NH:8]1)=[O:6]. The yield is 0.770. (7) The reactants are [F:1][C:2]([Si](C)(C)C)([F:4])[F:3].[Cl:9][C:10]1[CH:15]=[C:14]([O:16][CH3:17])[CH:13]=[CH:12][C:11]=1[CH:18]([CH3:32])[C:19]([C:21]1[CH:22]=[CH:23][C:24]2[O:28][C:27](=[O:29])[N:26]([CH3:30])[C:25]=2[CH:31]=1)=[O:20].O.O.O.[F-].C([N+](CCCC)(CCCC)CCCC)CCC.[F-].C([N+](CCCC)(CCCC)CCCC)CCC. The catalyst is C1COCC1. The product is [Cl:9][C:10]1[CH:15]=[C:14]([O:16][CH3:17])[CH:13]=[CH:12][C:11]=1[CH:18]([CH3:32])[C:19]([C:21]1[CH:22]=[CH:23][C:24]2[O:28][C:27](=[O:29])[N:26]([CH3:30])[C:25]=2[CH:31]=1)([OH:20])[C:2]([F:4])([F:3])[F:1]. The yield is 0.800.